The task is: Predict the reactants needed to synthesize the given product.. This data is from Full USPTO retrosynthesis dataset with 1.9M reactions from patents (1976-2016). Given the product [C:27]([O:26][C:25]([NH:24][C@@H:8]([CH2:7][CH:1]1[CH2:6][CH2:5][CH2:4][CH2:3][CH2:2]1)[C@H:9]([OH:23])[CH2:10][N:11]([CH2:12][C:13]1[CH:18]=[C:17]([O:19][CH3:20])[CH:16]=[C:15]([O:21][CH3:22])[CH:14]=1)[C:42]([O:44][CH2:45][CH:46]1[C:47]2[CH:48]=[CH:49][CH:50]=[CH:51][C:52]=2[C:53]2[C:58]1=[CH:57][CH:56]=[CH:55][CH:54]=2)=[O:43])=[O:31])([CH3:28])([CH3:30])[CH3:29], predict the reactants needed to synthesize it. The reactants are: [CH:1]1([CH2:7][C@H:8]([NH:24][C:25](=[O:31])[O:26][C:27]([CH3:30])([CH3:29])[CH3:28])[C@H:9]([OH:23])[CH2:10][NH:11][CH2:12][C:13]2[CH:18]=[C:17]([O:19][CH3:20])[CH:16]=[C:15]([O:21][CH3:22])[CH:14]=2)[CH2:6][CH2:5][CH2:4][CH2:3][CH2:2]1.CCN(C(C)C)C(C)C.Cl[C:42]([O:44][CH2:45][CH:46]1[C:58]2[CH:57]=[CH:56][CH:55]=[CH:54][C:53]=2[C:52]2[C:47]1=[CH:48][CH:49]=[CH:50][CH:51]=2)=[O:43].